This data is from Forward reaction prediction with 1.9M reactions from USPTO patents (1976-2016). The task is: Predict the product of the given reaction. (1) Given the reactants [CH3:1][O:2][C:3]([C:5]1([CH:11]=O)[CH2:10][CH2:9][CH2:8][CH2:7][CH2:6]1)=[O:4].C([O-])(=O)C.[Na+].Cl.[CH2:19]([O:26][NH2:27])[C:20]1[CH:25]=[CH:24][CH:23]=[CH:22][CH:21]=1, predict the reaction product. The product is: [CH3:1][O:2][C:3]([C:5]1([CH:11]=[N:27][O:26][CH2:19][C:20]2[CH:25]=[CH:24][CH:23]=[CH:22][CH:21]=2)[CH2:6][CH2:7][CH2:8][CH2:9][CH2:10]1)=[O:4]. (2) Given the reactants [OH:1][CH:2]([CH2:21][C:22]1[CH:27]=[CH:26][CH:25]=[CH:24][CH:23]=1)/[CH:3]=[CH:4]/[C@H:5]1[CH2:10][CH2:9][CH2:8][C:7](=[O:11])[N:6]1[CH2:12][CH2:13][CH2:14][CH2:15][CH2:16][CH2:17][C:18]([OH:20])=[O:19].[CH:28](N=NNC1C=CC(C)=CC=1)([CH3:30])[CH3:29], predict the reaction product. The product is: [CH:28]([O:19][C:18](=[O:20])[CH2:17][CH2:16][CH2:15][CH2:14][CH2:13][CH2:12][N:6]1[C:7](=[O:11])[CH2:8][CH2:9][CH2:10][C@@H:5]1/[CH:4]=[CH:3]/[CH:2]([OH:1])[CH2:21][C:22]1[CH:23]=[CH:24][CH:25]=[CH:26][CH:27]=1)([CH3:30])[CH3:29]. (3) Given the reactants Cl[C:2]1[N:10]=[CH:9][N:8]=[C:7]2[C:3]=1[N:4]=[CH:5][N:6]2[C@H:11]1[C@@H:15]2[O:16][C:17]([CH3:20])([CH3:19])[O:18][C@@H:14]2[C@@H:13]([CH2:21][OH:22])[O:12]1.C([O-])([O-])=O.[K+].[K+], predict the reaction product. The product is: [CH3:19][C:17]1([CH3:20])[O:16][C@H:15]2[C@H:11]([N:6]3[CH:5]=[N:4][C:3]4[C:7]3=[N:8][CH:9]=[N:10][CH:2]=4)[O:12][C@H:13]([CH2:21][OH:22])[C@H:14]2[O:18]1. (4) Given the reactants [CH3:1][O:2][C@H:3]1[CH2:7][CH2:6][N:5]([C:8]2[CH:9]=[CH:10][C:11]3[N:12]([C:14]([C:17]([OH:19])=O)=[CH:15][N:16]=3)[N:13]=2)[CH2:4]1.CN(C(ON1N=NC2C=CC=NC1=2)=[N+](C)C)C.F[P-](F)(F)(F)(F)F.CCN(C(C)C)C(C)C.[N:53]1[CH:58]=[CH:57][C:56]([NH2:59])=[N:55][CH:54]=1.[H-].[Na+], predict the reaction product. The product is: [CH3:1][O:2][C@H:3]1[CH2:7][CH2:6][N:5]([C:8]2[CH:9]=[CH:10][C:11]3[N:12]([C:14]([C:17]([NH:59][C:56]4[CH:57]=[CH:58][N:53]=[CH:54][N:55]=4)=[O:19])=[CH:15][N:16]=3)[N:13]=2)[CH2:4]1. (5) Given the reactants [CH3:1][O:2][C:3](=[O:30])[CH2:4][CH:5]([N:19]1[CH2:27][C:26]2[C:21](=[C:22]([NH2:28])[CH:23]=[CH:24][CH:25]=2)[C:20]1=[O:29])[C:6]1[CH:11]=[CH:10][C:9]([O:12][CH:13]([F:15])[F:14])=[C:8]([O:16][CH2:17][CH3:18])[CH:7]=1.[CH:31]1([C:34](Cl)=[O:35])[CH2:33][CH2:32]1, predict the reaction product. The product is: [CH3:1][O:2][C:3](=[O:30])[CH2:4][CH:5]([N:19]1[CH2:27][C:26]2[C:21](=[C:22]([NH:28][C:34]([CH:31]3[CH2:33][CH2:32]3)=[O:35])[CH:23]=[CH:24][CH:25]=2)[C:20]1=[O:29])[C:6]1[CH:11]=[CH:10][C:9]([O:12][CH:13]([F:15])[F:14])=[C:8]([O:16][CH2:17][CH3:18])[CH:7]=1. (6) Given the reactants [CH3:1][C:2]1=[CH:3][CH2:4][CH2:5][C@@:6]2([CH3:18])[O:8][C@H:7]2[C@H:9]2[O:17][C:15](=[O:16])[C:13](=[CH2:14])[C@@H:10]2[CH2:11][CH2:12]1.[I:19][C:20]1[NH:21][CH:22]=[CH:23][N:24]=1, predict the reaction product. The product is: [I:19][C:20]1[NH:21][CH:22]=[CH:23][N:24]=1.[CH3:1][C:2]1=[CH:3][CH2:4][CH2:5][C@@:6]2([CH3:18])[O:8][C@H:7]2[C@H:9]2[O:17][C:15](=[O:16])[C:13](=[CH2:14])[C@@H:10]2[CH2:11][CH2:12]1.